This data is from Catalyst prediction with 721,799 reactions and 888 catalyst types from USPTO. The task is: Predict which catalyst facilitates the given reaction. (1) Reactant: [CH3:1][S:2]([NH:5][C:6]1[C:7]([C:28]2[CH:33]=[CH:32][CH:31]=[CH:30][CH:29]=2)=[N:8][C:9]2[C:14]([C:15]=1[C:16]([NH:18][C@H:19]([C:22]1[CH:27]=[CH:26][CH:25]=[CH:24][CH:23]=1)[CH2:20][CH3:21])=[O:17])=[CH:13][CH:12]=[CH:11][CH:10]=2)(=[O:4])=[O:3].[C:34]([O-])([O-])=O.[Cs+].[Cs+].CI. Product: [CH3:34][N:5]([S:2]([CH3:1])(=[O:3])=[O:4])[C:6]1[C:7]([C:28]2[CH:29]=[CH:30][CH:31]=[CH:32][CH:33]=2)=[N:8][C:9]2[C:14]([C:15]=1[C:16]([NH:18][C@H:19]([C:22]1[CH:23]=[CH:24][CH:25]=[CH:26][CH:27]=1)[CH2:20][CH3:21])=[O:17])=[CH:13][CH:12]=[CH:11][CH:10]=2. The catalyst class is: 3. (2) Product: [Br:19][C:3]1[CH:4]=[C:5]2[C:10](=[CH:11][C:2]=1[F:1])[O:9][CH2:8][CH2:7][CH2:6]2. Reactant: [F:1][C:2]1[CH:11]=[C:10]2[C:5]([CH2:6][CH2:7][CH2:8][O:9]2)=[CH:4][CH:3]=1.C1C(=O)N([Br:19])C(=O)C1. The catalyst class is: 47. (3) Reactant: [Cl:1][C:2]1([Cl:9])[CH2:7][CH2:6][C:5](=[O:8])[CH2:4][CH2:3]1.[BH4-].[Na+]. Product: [Cl:1][C:2]1([Cl:9])[CH2:7][CH2:6][CH:5]([OH:8])[CH2:4][CH2:3]1. The catalyst class is: 5. (4) Reactant: [OH:1][C:2]1[CH:9]=[CH:8][C:7]([O:10][CH3:11])=[CH:6][C:3]=1[CH:4]=O.Cl.[NH2:13][OH:14].N1C=CC=CC=1. Product: [OH:1][C:2]1[CH:9]=[CH:8][C:7]([O:10][CH3:11])=[CH:6][C:3]=1[CH:4]=[N:13][OH:14]. The catalyst class is: 8. (5) Reactant: [Br-].[CH3:2][C:3]1[CH:4]=[N+:5]([CH2:13][C:14]([C:16]2[CH:21]=[CH:20][CH:19]=[CH:18][CH:17]=2)=[O:15])[C:6]2[C:11]([CH:12]=1)=[CH:10][CH:9]=[CH:8][CH:7]=2.BrCC(C1C=CC=CC=1)=O.[CH3:32][C:33]1[CH:34]=[N:35]C2C(C=1)=CC=CC=2. Product: [C:14]([C:13]1[N:5]2[C:6]3[C:11]([CH:12]=[C:3]([CH3:2])[C:4]2=[C:33]([C:34]#[N:35])[CH:32]=1)=[CH:10][CH:9]=[CH:8][CH:7]=3)(=[O:15])[C:16]1[CH:21]=[CH:20][CH:19]=[CH:18][CH:17]=1. The catalyst class is: 10. (6) Reactant: [NH2:1][CH2:2][CH2:3][NH:4][CH2:5][C:6]([OH:8])=[O:7].[OH-:9].[Na+].[C:11](=[O:27])([O-])[O:12][C:13]1[CH:18]=[CH:17][C:16]([N+]([O-])=O)=[CH:15][C:14]=1[C:22](C)(C)C.Cl.[O:29]1[CH2:34][CH2:33][O:32]C[CH2:30]1. Product: [C:11]([NH:1][CH2:2][CH2:3][NH:4][CH2:5][C:6]([OH:8])=[O:7])([O:12][C:13]([CH3:14])([CH3:18])[CH3:30])=[O:27].[CH:16]1[CH:15]=[C:14]2[C:22]([C:33]([OH:32])([OH:7])[C:34](=[O:29])[C:13]2=[CH:18][CH:17]=1)=[O:9]. The catalyst class is: 6. (7) Reactant: Cl.[CH2:2]1[C:7]2([CH2:12][CH2:11][C:10](=[O:13])[CH2:9][CH2:8]2)[CH2:6][CH2:5][NH:4][CH2:3]1.[CH3:14][C:15]([O:18][C:19](O[C:19]([O:18][C:15]([CH3:17])([CH3:16])[CH3:14])=[O:20])=[O:20])([CH3:17])[CH3:16]. Product: [O:13]=[C:10]1[CH2:11][CH2:12][C:7]2([CH2:2][CH2:3][N:4]([C:19]([O:18][C:15]([CH3:17])([CH3:16])[CH3:14])=[O:20])[CH2:5][CH2:6]2)[CH2:8][CH2:9]1. The catalyst class is: 2. (8) Reactant: [C:1]([Cl:4])(=O)C.Cl.[Cl:6][C:7]1[CH:15]=[C:14]([O:16][CH3:17])[C:13]([NH:18][NH2:19])=[CH:12][C:8]=1[C:9]([OH:11])=[O:10]. Product: [ClH:4].[Cl:6][C:7]1[CH:15]=[C:14]([O:16][CH3:17])[C:13]([NH:18][NH2:19])=[CH:12][C:8]=1[C:9]([O:11][CH3:1])=[O:10]. The catalyst class is: 5. (9) Reactant: [CH3:1][C:2]1[CH:3]=[CH:4][C:5]([S:9][C:10]2[CH:11]=[CH:12][CH:13]=[CH:14][C:15]=2[N:16]2[CH2:21][CH2:20][NH:19][CH2:18][CH2:17]2)=[C:6]([CH3:8])[CH:7]=1.[OH:22][C:23]1[C:24]([C:33]([OH:35])=[O:34])=[CH:25][C:26]2[C:31]([CH:32]=1)=[CH:30][CH:29]=[CH:28][CH:27]=2. Product: [CH3:1][C:2]1[CH:3]=[CH:4][C:5]([S:9][C:10]2[CH:11]=[CH:12][CH:13]=[CH:14][C:15]=2[N:16]2[CH2:17][CH2:18][NH:19][CH2:20][CH2:21]2)=[C:6]([CH3:8])[CH:7]=1.[OH:22][C:23]1[C:24]([C:33]([O-:35])=[O:34])=[CH:25][C:26]2[C:31]([CH:32]=1)=[CH:30][CH:29]=[CH:28][CH:27]=2. The catalyst class is: 21. (10) Reactant: N(C(OC(C)C)=O)=NC(OC(C)C)=O.[Br:15][C:16]1[C:17]([F:23])=[C:18]([OH:22])[CH:19]=[CH:20][CH:21]=1.[O:24]1[CH2:28][CH2:27][CH2:26][C@H:25]1[CH2:29]O.C1(P(C2C=CC=CC=2)C2C=CC=CC=2)C=CC=CC=1. Product: [Br:15][C:16]1[C:17]([F:23])=[C:18]([CH:19]=[CH:20][CH:21]=1)[O:22][CH2:29][C@@H:25]1[CH2:26][CH2:27][CH2:28][O:24]1. The catalyst class is: 1.